This data is from Full USPTO retrosynthesis dataset with 1.9M reactions from patents (1976-2016). The task is: Predict the reactants needed to synthesize the given product. (1) Given the product [F:8][C:6]1[CH:5]=[C:4]([CH:3]=[C:2]([F:1])[CH:7]=1)[CH2:9][C@H:10]([NH:14][C:15](=[O:21])[C:41]1[CH:45]=[C:46]([CH3:48])[CH:47]=[C:39]([C:37]([N:36]([CH2:33][CH2:34][CH3:35])[CH2:50][CH2:51][CH3:52])=[O:38])[CH:40]=1)[C@H:11]([OH:12])[CH2:13][NH:32][C@@H:22]1[C:31]2[C:26](=[CH:27][CH:28]=[CH:29][CH:30]=2)[CH2:25][CH2:24][CH2:23]1, predict the reactants needed to synthesize it. The reactants are: [F:1][C:2]1[CH:3]=[C:4]([CH2:9][C@H:10]([NH:14][C:15](=[O:21])OC(C)(C)C)[C@H:11]2[CH2:13][O:12]2)[CH:5]=[C:6]([F:8])[CH:7]=1.[C@@H:22]1([NH2:32])[C:31]2[C:26](=[CH:27][CH:28]=[CH:29][CH:30]=2)[CH2:25][CH2:24][CH2:23]1.[CH2:33]([N:36]([CH2:50][CH2:51][CH3:52])[C:37]([C:39]1[CH:40]=[C:41]([CH:45]=[C:46]([CH2:48]C)[CH:47]=1)C(O)=O)=[O:38])[CH2:34][CH3:35]. (2) Given the product [C:64]([C:66]([C:71]1[CH:72]=[CH:73][C:74]([C:24]([NH:23][C:20]2[CH:21]=[CH:22][C:17]([C:12]3[CH:11]=[C:10]4[C:15]([CH2:16][N:8]([C@@H:3]([CH:2]([CH3:38])[CH3:1])[C:4]([O:6][CH3:7])=[O:5])[C:9]4=[O:37])=[CH:14][CH:13]=3)=[CH:18][CH:19]=2)=[O:25])=[CH:78][CH:79]=1)([CH2:67][CH3:68])[CH2:69][CH3:70])#[N:65], predict the reactants needed to synthesize it. The reactants are: [CH3:1][CH:2]([CH3:38])[C@H:3]([N:8]1[CH2:16][C:15]2[C:10](=[CH:11][C:12]([C:17]3[CH:22]=[CH:21][C:20]([NH:23][C:24](C4SC(C5C=CC=CC=5)=CN=4)=[O:25])=[CH:19][CH:18]=3)=[CH:13][CH:14]=2)[C:9]1=[O:37])[C:4]([O:6][CH3:7])=[O:5].NC1C=CC(C2C=C3C(CN([C@@H](C(C)C)C(OC)=O)C3=O)=CC=2)=CC=1.[C:64]([C:66]([C:71]1[CH:79]=[CH:78][C:74](C(Cl)=O)=[CH:73][CH:72]=1)([CH2:69][CH3:70])[CH2:67][CH3:68])#[N:65]. (3) Given the product [NH2:18][C:12]1[C:11]2[NH:10][C:9](=[O:33])[N:8]([CH2:1][C:2]3[CH:7]=[CH:6][CH:5]=[CH:4][CH:3]=3)[C:16]=2[CH:15]=[C:14]([CH3:17])[N:13]=1, predict the reactants needed to synthesize it. The reactants are: [CH2:1]([N:8]1[C:16]2[CH:15]=[C:14]([CH3:17])[N:13]=[C:12]([N:18](CC3C=CC=CC=3)CC3C=CC=CC=3)[C:11]=2[NH:10][C:9]1=[O:33])[C:2]1[CH:7]=[CH:6][CH:5]=[CH:4][CH:3]=1. (4) Given the product [OH:28][CH:27]([C:24]1([C:21]2[CH:22]=[CH:23][C:18]([N:15]3[CH2:16][CH2:17][C:12]4[C:11]([C:30]([F:33])([F:31])[F:32])=[N:10][N:9]([C:6]5[CH:7]=[CH:8][C:3]([O:2][CH3:1])=[CH:4][CH:5]=5)[C:13]=4[C:14]3=[O:29])=[CH:19][CH:20]=2)[CH2:25][CH2:26]1)[CH3:35], predict the reactants needed to synthesize it. The reactants are: [CH3:1][O:2][C:3]1[CH:8]=[CH:7][C:6]([N:9]2[C:13]3[C:14](=[O:29])[N:15]([C:18]4[CH:23]=[CH:22][C:21]([C:24]5([CH:27]=[O:28])[CH2:26][CH2:25]5)=[CH:20][CH:19]=4)[CH2:16][CH2:17][C:12]=3[C:11]([C:30]([F:33])([F:32])[F:31])=[N:10]2)=[CH:5][CH:4]=1.[Zn](C)[CH3:35]. (5) Given the product [C:12]1([NH:11][C:2]2[C:7]([C:8]([OH:10])=[O:9])=[CH:6][N:5]=[CH:4][CH:3]=2)[CH:17]=[CH:16][CH:15]=[CH:14][CH:13]=1, predict the reactants needed to synthesize it. The reactants are: Cl[C:2]1[C:7]([C:8]([OH:10])=[O:9])=[CH:6][N:5]=[CH:4][CH:3]=1.[NH2:11][C:12]1[CH:17]=[CH:16][CH:15]=[CH:14][CH:13]=1. (6) Given the product [NH2:5][CH2:3][C:2]([N:7]1[CH2:12][CH2:11][O:10][CH2:9][CH2:8]1)([CH3:6])[CH3:1], predict the reactants needed to synthesize it. The reactants are: [CH3:1][C:2]([N:7]1[CH2:12][CH2:11][O:10][CH2:9][CH2:8]1)([CH3:6])[C:3]([NH2:5])=O.[H-].[Al+3].[Li+].[H-].[H-].[H-].[OH-].[Na+].S(=O)(=O)(O)O.CC(N1CCOCC1)(C)C#N.N. (7) Given the product [Cl:1][C:2]1[CH:3]=[C:4]([N:12]([CH2:30][CH3:31])[C@H:13]2[CH2:18][CH2:17][C@H:16]([N:19]([CH2:21][C:22]3[CH:23]=[CH:24][C:25]([O:28][CH3:29])=[CH:26][CH:27]=3)[CH3:20])[CH2:15][CH2:14]2)[C:5]([CH3:11])=[C:6]([CH:10]=1)[C:7]([NH:72][CH2:71][C:68]1[C:67]([O:73][CH3:74])=[N:66][N:65]([CH2:63][CH3:64])[C:69]=1[CH3:70])=[O:8], predict the reactants needed to synthesize it. The reactants are: [Cl:1][C:2]1[CH:3]=[C:4]([N:12]([CH2:30][CH3:31])[C@H:13]2[CH2:18][CH2:17][C@H:16]([N:19]([CH2:21][C:22]3[CH:27]=[CH:26][C:25]([O:28][CH3:29])=[CH:24][CH:23]=3)[CH3:20])[CH2:15][CH2:14]2)[C:5]([CH3:11])=[C:6]([CH:10]=1)[C:7](O)=[O:8].CN(C(ON1N=NC2C=CC=CC1=2)=[N+](C)C)C.[B-](F)(F)(F)F.CCN(C(C)C)C(C)C.[CH2:63]([N:65]1[C:69]([CH3:70])=[C:68]([CH2:71][NH2:72])[C:67]([O:73][CH3:74])=[N:66]1)[CH3:64].